Dataset: Catalyst prediction with 721,799 reactions and 888 catalyst types from USPTO. Task: Predict which catalyst facilitates the given reaction. Reactant: Br[C:2]1[N:3]=[C:4]2[C:10]([C:11](=[O:16])[C:12]([CH3:15])([CH3:14])[CH3:13])=[CH:9][NH:8][C:5]2=[N:6][CH:7]=1.[CH3:17][O:18][C:19]1[CH:24]=[CH:23][C:22](B(O)O)=[CH:21][CH:20]=1.C(=O)([O-])[O-].[K+].[K+].O1CCOCC1. Product: [CH3:17][O:18][C:19]1[CH:24]=[CH:23][C:22]([C:2]2[N:3]=[C:4]3[C:10]([C:11](=[O:16])[C:12]([CH3:15])([CH3:14])[CH3:13])=[CH:9][NH:8][C:5]3=[N:6][CH:7]=2)=[CH:21][CH:20]=1. The catalyst class is: 6.